Dataset: Forward reaction prediction with 1.9M reactions from USPTO patents (1976-2016). Task: Predict the product of the given reaction. (1) Given the reactants [N:1]1[CH:6]=[CH:5][C:4]([C:7]2[CH:8]=[C:9]3[C:13](=[CH:14][CH:15]=2)[NH:12][CH2:11][CH2:10]3)=[CH:3][CH:2]=1.[C:16]1([N:22]=[C:23]=[O:24])[CH:21]=[CH:20][CH:19]=[CH:18][CH:17]=1, predict the reaction product. The product is: [C:16]1([NH:22][C:23]([N:12]2[C:13]3[C:9](=[CH:8][C:7]([C:4]4[CH:5]=[CH:6][N:1]=[CH:2][CH:3]=4)=[CH:15][CH:14]=3)[CH2:10][CH2:11]2)=[O:24])[CH:21]=[CH:20][CH:19]=[CH:18][CH:17]=1. (2) Given the reactants Cl[C:2]1[N:7]=[C:6]([NH:8][CH2:9][C:10]2[C:11]([N:16]([CH3:21])[S:17]([CH3:20])(=[O:19])=[O:18])=[N:12][CH:13]=[CH:14][CH:15]=2)[C:5]([C:22]([F:25])([F:24])[F:23])=[CH:4][N:3]=1.[NH2:26][C:27]1[CH:32]=[CH:31][C:30]([CH:33]([OH:35])[CH3:34])=[CH:29][CH:28]=1.OP([O-])([O-])=O.[K+].[K+], predict the reaction product. The product is: [OH:35][CH:33]([C:30]1[CH:31]=[CH:32][C:27]([NH:26][C:2]2[N:7]=[C:6]([NH:8][CH2:9][C:10]3[C:11]([N:16]([CH3:21])[S:17]([CH3:20])(=[O:19])=[O:18])=[N:12][CH:13]=[CH:14][CH:15]=3)[C:5]([C:22]([F:25])([F:24])[F:23])=[CH:4][N:3]=2)=[CH:28][CH:29]=1)[CH3:34].